Task: Regression/Classification. Given a drug SMILES string, predict its toxicity properties. Task type varies by dataset: regression for continuous values (e.g., LD50, hERG inhibition percentage) or binary classification for toxic/non-toxic outcomes (e.g., AMES mutagenicity, cardiotoxicity, hepatotoxicity). Dataset: herg_karim.. Dataset: hERG potassium channel inhibition data for cardiac toxicity prediction from Karim et al. The molecule is CCC(CC)CN(Cc1ccc(F)cc1)C1CCN(Cc2ccc(N(CC)CC)cc2)CC1. The result is 0 (non-blocker).